This data is from Forward reaction prediction with 1.9M reactions from USPTO patents (1976-2016). The task is: Predict the product of the given reaction. (1) Given the reactants CC1C=CC(S(O[CH2:12][CH:13]2[CH2:17][C:16]3[CH:18]=[CH:19][CH:20]=[C:21]([C:22]4[CH:27]=[C:26]([Cl:28])[CH:25]=[CH:24][C:23]=4[O:29][CH3:30])[C:15]=3[O:14]2)(=O)=O)=CC=1.[CH3:31][NH2:32], predict the reaction product. The product is: [CH3:31][NH:32][CH2:12][CH:13]1[CH2:17][C:16]2[CH:18]=[CH:19][CH:20]=[C:21]([C:22]3[CH:27]=[C:26]([Cl:28])[CH:25]=[CH:24][C:23]=3[O:29][CH3:30])[C:15]=2[O:14]1. (2) The product is: [NH2:33][C:34]1[C:43]2[C:38](=[CH:39][C:40]([NH:44][C@H:45]([C:49]3[CH:54]=[CH:53][CH:52]=[C:51]([Cl:55])[CH:50]=3)[C:46]([NH:2][C@@H:3]([C:9]3[CH:14]=[C:13]([NH:15][C:16]([O:18][CH3:19])=[O:17])[CH:12]=[CH:11][C:10]=3[S:20]([CH:23]([CH3:24])[CH3:25])(=[O:22])=[O:21])[CH2:4][C:5]([OH:7])=[O:6])=[O:47])=[CH:41][CH:42]=2)[CH:37]=[CH:36][N:35]=1. Given the reactants Cl.[NH2:2][C@@H:3]([C:9]1[CH:14]=[C:13]([NH:15][C:16]([O:18][CH3:19])=[O:17])[CH:12]=[CH:11][C:10]=1[S:20]([CH:23]([CH3:25])[CH3:24])(=[O:22])=[O:21])[CH2:4][C:5]([O:7]C)=[O:6].C(OC([N:33](C(OC(C)(C)C)=O)[C:34]1[C:43]2[C:38](=[CH:39][C:40]([NH:44][CH:45]([C:49]3[CH:54]=[CH:53][CH:52]=[C:51]([Cl:55])[CH:50]=3)[C:46](O)=[O:47])=[CH:41][CH:42]=2)[CH:37]=[CH:36][N:35]=1)=O)(C)(C)C, predict the reaction product. (3) Given the reactants [CH2:1]([O:3][C:4]([C:6]1[CH:11]=[CH:10][C:9]([C:12]2[C:17]([Cl:18])=[CH:16][CH:15]=[C:14]([C:19]([OH:21])=O)[CH:13]=2)=[CH:8][CH:7]=1)=[O:5])[CH3:2].[F:22][C:23]1[CH:24]=C(N)[CH:26]=[CH:27][C:28]=1[N:29]1CCOCC1.CCN=C=NCCCN(C)C.C1C=CC2N(O)N=NC=2C=1.[CH3:57][N:58]1[CH2:63][CH2:62][O:61][CH2:60][CH2:59]1, predict the reaction product. The product is: [CH2:1]([O:3][C:4]([C:6]1[CH:7]=[CH:8][C:9]([C:12]2[CH:13]=[C:14]([C:19](=[O:21])[NH:29][C:28]3[CH:27]=[CH:26][C:57]([N:58]4[CH2:63][CH2:62][O:61][CH2:60][CH2:59]4)=[CH:24][C:23]=3[F:22])[CH:15]=[CH:16][C:17]=2[Cl:18])=[CH:10][CH:11]=1)=[O:5])[CH3:2]. (4) Given the reactants [CH3:1][O:2][C:3]([CH:5]1[CH2:10][CH2:9][N:8]([C:11]([O:13][C:14]([CH3:17])([CH3:16])[CH3:15])=[O:12])[CH2:7][CH2:6]1)=[O:4].[CH:18]([N-]C(C)C)(C)C.[Li+].IC, predict the reaction product. The product is: [CH3:1][O:2][C:3]([C:5]1([CH3:18])[CH2:6][CH2:7][N:8]([C:11]([O:13][C:14]([CH3:17])([CH3:16])[CH3:15])=[O:12])[CH2:9][CH2:10]1)=[O:4]. (5) Given the reactants [Cl:1][C:2]1[CH:10]=[CH:9][C:8]([S:11](F)(=[O:13])=[O:12])=[CH:7][C:3]=1[C:4]([OH:6])=[O:5].[N:15]1([C:21]([O:23][CH2:24][CH3:25])=[O:22])[CH2:20][CH2:19][NH:18][CH2:17][CH2:16]1.C(N(C(C)C)C(C)C)C.N1CCNCC1.S(F)(F)(=O)=O, predict the reaction product. The product is: [CH2:24]([O:23][C:21]([N:15]1[CH2:16][CH2:17][N:18]([S:11]([C:8]2[CH:9]=[CH:10][C:2]([Cl:1])=[C:3]([C:4]([OH:6])=[O:5])[CH:7]=2)(=[O:13])=[O:12])[CH2:19][CH2:20]1)=[O:22])[CH3:25]. (6) Given the reactants [CH3:1][C:2]1[CH:7]=[CH:6][C:5]([CH:8]([O:11][CH:12]2[CH2:17][CH2:16][CH2:15][CH2:14][O:13]2)[C:9]#[N:10])=[CH:4][CH:3]=1.Cl.[NH2:19][OH:20].C(=O)([O-])[O-].[Na+].[Na+], predict the reaction product. The product is: [OH:20]/[N:19]=[C:9](\[NH2:10])/[CH:8]([C:5]1[CH:4]=[CH:3][C:2]([CH3:1])=[CH:7][CH:6]=1)[O:11][CH:12]1[CH2:17][CH2:16][CH2:15][CH2:14][O:13]1. (7) Given the reactants [CH2:1]([Li])[CH2:2]CC.[CH2:6]([N:13]1[CH2:17][CH2:16][CH:15]([C:18]([O:20]CC)=[O:19])[CH2:14]1)[C:7]1[CH:12]=[CH:11][CH:10]=[CH:9][CH:8]=1.BrCCBr.C([O-])([O-])=O.[K+].[K+], predict the reaction product. The product is: [CH2:6]([N+:13]12[CH2:14][C:15]([C:18]([O-:20])=[O:19])([CH2:16][CH2:17]1)[CH2:2][CH2:1]2)[C:7]1[CH:8]=[CH:9][CH:10]=[CH:11][CH:12]=1.